From a dataset of Forward reaction prediction with 1.9M reactions from USPTO patents (1976-2016). Predict the product of the given reaction. (1) Given the reactants C(OC([N:8]1[CH2:13][CH2:12][N:11]([C:14]([C:16]2[C:21]([C:22]3[CH:27]=[CH:26][CH:25]=[C:24]([C:28]([F:31])([F:30])[F:29])[CH:23]=3)=[CH:20][C:19]([CH3:32])=[C:18]([C:33]([N:35]3[CH2:40][CH2:39][CH:38]([N:41]4[CH2:45][CH2:44][CH2:43][CH2:42]4)[CH2:37][CH2:36]3)=[O:34])[N:17]=2)=[O:15])[CH2:10][CH2:9]1)=O)(C)(C)C.Cl.O1CCOCC1, predict the reaction product. The product is: [CH3:32][C:19]1[CH:20]=[C:21]([C:22]2[CH:27]=[CH:26][CH:25]=[C:24]([C:28]([F:31])([F:29])[F:30])[CH:23]=2)[C:16]([C:14]([N:11]2[CH2:12][CH2:13][NH:8][CH2:9][CH2:10]2)=[O:15])=[N:17][C:18]=1[C:33]([N:35]1[CH2:40][CH2:39][CH:38]([N:41]2[CH2:45][CH2:44][CH2:43][CH2:42]2)[CH2:37][CH2:36]1)=[O:34]. (2) The product is: [CH3:7][O:8][C:9]([C:11]1[C:16]([NH:17][C:24](=[O:25])[C:23]2[CH:27]=[C:19]([Br:18])[CH:20]=[CH:21][C:22]=2[F:28])=[N:15][CH:14]=[CH:13][N:12]=1)=[O:10]. Given the reactants N1C=CC=CC=1.[CH3:7][O:8][C:9]([C:11]1[C:16]([NH2:17])=[N:15][CH:14]=[CH:13][N:12]=1)=[O:10].[Br:18][C:19]1[CH:20]=[CH:21][C:22]([F:28])=[C:23]([CH:27]=1)[C:24](Cl)=[O:25], predict the reaction product. (3) Given the reactants C(O[C:6]([NH:8][CH:9]1[CH2:14][CH2:13][N:12]([C:15]2[N:20]=[C:19]([CH2:21][CH2:22][CH2:23][CH3:24])[N:18]=[C:17]([C:25]([OH:27])=[O:26])[CH:16]=2)[CH2:11][CH2:10]1)=[O:7])(C)(C)C.Cl.O1CCOCC1.Cl.NC1CCN(C2C=C(C=C(Cl)N=2)C(N)=O)CC1.Cl.NC1CCN(C2N=C(CCCC)N=C(C(O)=O)C=2)CC1.[Cl:74][C:75]1[C:79]([Cl:80])=[C:78](C)[NH:77][C:76]=1[C:82](NC1CCN(C2C=C(C#N)N=C(Cl)N=2)CC1)=O, predict the reaction product. The product is: [CH2:21]([C:19]1[N:18]=[C:17]([C:25]([OH:27])=[O:26])[CH:16]=[C:15]([N:12]2[CH2:11][CH2:10][CH:9]([NH:8][C:6]([C:78]3[NH:77][C:76]([CH3:82])=[C:75]([Cl:74])[C:79]=3[Cl:80])=[O:7])[CH2:14][CH2:13]2)[N:20]=1)[CH2:22][CH2:23][CH3:24]. (4) The product is: [C:1]([O:5][C:6](=[O:16])[N:7]([C:10]1[S:14][C:13]([Br:15])=[N:12][C:11]=1[Cl:17])[CH3:8])([CH3:4])([CH3:3])[CH3:2]. Given the reactants [C:1]([O:5][C:6](=[O:16])[N:7]([C:10]1[S:14][C:13]([Br:15])=[N:12][CH:11]=1)[CH2:8]C)([CH3:4])([CH3:3])[CH3:2].[Cl:17]N1C(=O)CCC1=O, predict the reaction product. (5) Given the reactants [CH3:1][O:2][C:3]1[CH:4]=[C:5]2[C:10](=[CH:11][CH:12]=1)[N:9]=[C:8]([CH2:13]Br)[CH:7]=[CH:6]2.[CH2:15]([NH2:18])[CH2:16][NH2:17].[C:19](=[O:22])([O-])[O-].[K+].[K+], predict the reaction product. The product is: [CH3:1][O:2][C:3]1[CH:4]=[C:5]2[C:10](=[CH:11][CH:12]=1)[N:9]=[C:8]([CH2:13][N:17]([CH2:13][C:8]1[CH:7]=[CH:6][C:5]3[C:10](=[CH:11][CH:12]=[C:3]([O:22][CH3:19])[CH:4]=3)[N:9]=1)[CH2:16][CH2:15][N:18]([CH2:13][C:8]1[CH:7]=[CH:6][C:5]3[C:10](=[CH:11][CH:12]=[C:3]([O:2][CH3:1])[CH:4]=3)[N:9]=1)[CH2:13][C:8]1[CH:7]=[CH:6][C:5]3[C:10](=[CH:11][CH:12]=[C:3]([O:2][CH3:1])[CH:4]=3)[N:9]=1)[CH:7]=[CH:6]2. (6) Given the reactants [CH:1]1([C:7]2[C:15]3[C:10](=[CH:11][C:12]([C:16]([O:18][CH3:19])=[O:17])=[CH:13][CH:14]=3)[NH:9][C:8]=2[C:20]2[CH:25]=[CH:24][CH:23]=[CH:22][C:21]=2[CH:26]=[CH2:27])[CH2:6][CH2:5][CH2:4][CH2:3][CH2:2]1.[H-].[Na+].Br[CH2:31][CH2:32][CH:33]=[CH2:34], predict the reaction product. The product is: [CH2:34]([N:9]1[C:10]2[C:15](=[CH:14][CH:13]=[C:12]([C:16]([O:18][CH3:19])=[O:17])[CH:11]=2)[C:7]([CH:1]2[CH2:6][CH2:5][CH2:4][CH2:3][CH2:2]2)=[C:8]1[C:20]1[CH:25]=[CH:24][CH:23]=[CH:22][C:21]=1[CH:26]=[CH2:27])[CH2:33][CH:32]=[CH2:31]. (7) Given the reactants [Cl-].C([N+]1C=CC(C(=O)NCC(C2C=CC=CC=2)COCC2C=CC(C(F)(F)F)=C(C(F)(F)F)C=2)=CC=1)C1C=CC=CC=1.[OH:43][C:44]1[CH:52]=[CH:51][C:47]([C:48]([OH:50])=O)=[CH:46][CH:45]=1.Cl.[F:54][C:55]([F:79])([F:78])[C:56]1[CH:57]=[C:58]([CH:71]=[C:72]([C:74]([F:77])([F:76])[F:75])[CH:73]=1)[CH2:59][O:60][CH2:61][CH:62]([C:65]1[CH:70]=[CH:69][CH:68]=[CH:67][CH:66]=1)[CH2:63][NH2:64].C(N(CC)CC)C.CCN=C=NCCCN(C)C.Cl, predict the reaction product. The product is: [F:54][C:55]([F:78])([F:79])[C:56]1[CH:57]=[C:58]([CH:71]=[C:72]([C:74]([F:75])([F:77])[F:76])[CH:73]=1)[CH2:59][O:60][CH2:61][CH:62]([C:65]1[CH:70]=[CH:69][CH:68]=[CH:67][CH:66]=1)[CH2:63][NH:64][C:48](=[O:50])[C:47]1[CH:46]=[CH:45][C:44]([OH:43])=[CH:52][CH:51]=1. (8) Given the reactants [NH2:1][C:2]1[O:6][N:5]=[C:4]([CH3:7])[C:3]=1[C:8]#[N:9].[OH:10]S(O)(=O)=O.[C:15](O[C:15](=O)[CH2:16][CH2:17][CH3:18])(=O)[CH2:16][CH2:17][CH3:18], predict the reaction product. The product is: [CH3:7][C:4]1[C:3]2[C:8](=[O:10])[NH:9][C:15]([CH2:16][CH2:17][CH3:18])=[N:1][C:2]=2[O:6][N:5]=1.